This data is from Reaction yield outcomes from USPTO patents with 853,638 reactions. The task is: Predict the reaction yield, written as a fraction of the theoretical maximum amount of product (1.0 means a 100% yield; for example, 0.34 means a 34% yield). (1) The reactants are Br[C:2]1[CH:3]=[C:4]([NH:11][C:12](=[O:14])[CH3:13])[CH:5]=[C:6]([N+:8]([O-:10])=[O:9])[CH:7]=1.N#N.[CH3:17][O:18][C:19]1[N:24]=[CH:23][C:22](B(O)O)=[CH:21][CH:20]=1.C(=O)([O-])[O-].[Na+].[Na+]. The catalyst is COCCOC.C1C=CC(P(C2C=CC=CC=2)[C-]2C=CC=C2)=CC=1.C1C=CC(P(C2C=CC=CC=2)[C-]2C=CC=C2)=CC=1.Cl[Pd]Cl.[Fe+2]. The product is [CH3:17][O:18][C:19]1[N:24]=[CH:23][C:22]([C:2]2[CH:3]=[C:4]([NH:11][C:12](=[O:14])[CH3:13])[CH:5]=[C:6]([N+:8]([O-:10])=[O:9])[CH:7]=2)=[CH:21][CH:20]=1. The yield is 0.810. (2) The reactants are [Br:1][C:2]1[C:3]([CH3:15])=[N:4][O:5][C:6]=1[C:7]1([C:10]([O:12]CC)=[O:11])[CH2:9][CH2:8]1.[OH-].[Na+]. The catalyst is C1COCC1. The product is [Br:1][C:2]1[C:3]([CH3:15])=[N:4][O:5][C:6]=1[C:7]1([C:10]([OH:12])=[O:11])[CH2:9][CH2:8]1. The yield is 0.940. (3) The reactants are C[O:2][C:3](=O)[CH2:4][CH2:5][CH:6]([C:32](=[O:34])[NH2:33])[N:7]1[CH2:15][C:14]2[C:9](=[CH:10][CH:11]=[CH:12][C:13]=2[O:16][CH2:17][C:18]2[CH:23]=[CH:22][C:21]([CH2:24][N:25]3[CH2:30][CH2:29][O:28][CH2:27][CH2:26]3)=[CH:20][CH:19]=2)[C:8]1=[O:31].CC(C)([O-])C.[K+].Cl.C([O-])(O)=O.[Na+]. The catalyst is C1COCC1. The product is [O:28]1[CH2:29][CH2:30][N:25]([CH2:24][C:21]2[CH:20]=[CH:19][C:18]([CH2:17][O:16][C:13]3[CH:12]=[CH:11][CH:10]=[C:9]4[C:14]=3[CH2:15][N:7]([CH:6]3[CH2:5][CH2:4][C:3](=[O:2])[NH:33][C:32]3=[O:34])[C:8]4=[O:31])=[CH:23][CH:22]=2)[CH2:26][CH2:27]1. The yield is 0.730. (4) The reactants are [CH3:1][C:2]([O:5][C:6]([N:8]1[C@H:13]([C:14]([OH:16])=O)[CH2:12][C:10](=[O:11])[CH2:9]1)=[O:7])([CH3:4])[CH3:3].Cl.[F:18][C@H:19]1[CH2:23][CH2:22][NH:21][CH2:20]1.C1C=CC2N(O)N=NC=2C=1.C(Cl)CCl. The catalyst is C(Cl)Cl. The product is [C:2]([O:5][C:6]([N:8]1[CH2:9][C:10](=[O:11])[CH2:12][C@H:13]1[C:14]([N:21]1[CH2:22][CH2:23][C@H:19]([F:18])[CH2:20]1)=[O:16])=[O:7])([CH3:1])([CH3:3])[CH3:4]. The yield is 0.730. (5) The reactants are [N+:1]([C:4]1[CH:5]=[C:6]([C:10]2[CH2:14][CH:13]([CH2:15][CH2:16][CH2:17][CH:18]=O)[O:12][N:11]=2)[CH:7]=[CH:8][CH:9]=1)([O-:3])=[O:2].Cl.[CH3:21][O:22][C:23]1[CH:28]=[CH:27][CH:26]=[CH:25][C:24]=1[N:29]1[CH2:34][CH2:33][NH:32][CH2:31][CH2:30]1.[BH-](OC(C)=O)(OC(C)=O)OC(C)=O.[Na+]. The catalyst is C(Cl)Cl. The product is [CH3:21][O:22][C:23]1[CH:28]=[CH:27][CH:26]=[CH:25][C:24]=1[N:29]1[CH2:34][CH2:33][N:32]([CH2:18][CH2:17][CH2:16][CH2:15][CH:13]2[O:12][N:11]=[C:10]([C:6]3[CH:7]=[CH:8][CH:9]=[C:4]([N+:1]([O-:3])=[O:2])[CH:5]=3)[CH2:14]2)[CH2:31][CH2:30]1. The yield is 0.446. (6) The reactants are [OH:1][C:2]1[CH:7]=[CH:6][C:5]([N:8]2[C:13](=[O:14])[C:12]([CH2:15][C:16]3[CH:21]=[CH:20][C:19]([C:22]4[C:23]([C:28]#[N:29])=[CH:24][CH:25]=[CH:26][CH:27]=4)=[CH:18][CH:17]=3)=[C:11]([CH2:30][CH2:31][CH3:32])[N:10]=[C:9]2[CH3:33])=[CH:4][CH:3]=1.[CH:34]12[O:40][CH:35]1[CH2:36][CH2:37][CH2:38][CH2:39]2.C(=O)([O-])[O-].[Cs+].[Cs+].C(OCC)(=O)C. The catalyst is CN(C)C=O.O. The product is [OH:40][C@H:35]1[CH2:36][CH2:37][CH2:38][CH2:39][C@@H:34]1[O:1][C:2]1[CH:3]=[CH:4][C:5]([N:8]2[C:13](=[O:14])[C:12]([CH2:15][C:16]3[CH:21]=[CH:20][C:19]([C:22]4[C:23]([C:28]#[N:29])=[CH:24][CH:25]=[CH:26][CH:27]=4)=[CH:18][CH:17]=3)=[C:11]([CH2:30][CH2:31][CH3:32])[N:10]=[C:9]2[CH3:33])=[CH:6][CH:7]=1. The yield is 0.760.